Predict the reactants needed to synthesize the given product. From a dataset of Full USPTO retrosynthesis dataset with 1.9M reactions from patents (1976-2016). Given the product [CH3:20][NH:21][C@@H:12]1[C:13]2[CH:14]=[CH:15][CH:16]=[CH:17][C:18]=2[C@H:9]([C:4]2[CH:5]=[CH:6][C:7]([Cl:8])=[C:2]([Cl:1])[CH:3]=2)[CH2:10][CH2:11]1, predict the reactants needed to synthesize it. The reactants are: [Cl:1][C:2]1[CH:3]=[C:4]([CH:9]2[C:18]3[C:13](=[CH:14][CH:15]=[CH:16][CH:17]=3)[C:12](=O)[CH2:11][CH2:10]2)[CH:5]=[CH:6][C:7]=1[Cl:8].[CH3:20][NH2:21].